From a dataset of Full USPTO retrosynthesis dataset with 1.9M reactions from patents (1976-2016). Predict the reactants needed to synthesize the given product. (1) The reactants are: [CH3:1][C:2]1[N:3]=[C:4]([NH:11][C:12](=[S:20])OC2C=CC=CC=2)[C:5]([O:9][CH3:10])=[N:6][C:7]=1[CH3:8].[CH3:21][O:22][C:23]1[CH:24]=[C:25]([N:31]2[CH2:36][CH2:35][NH:34][CH2:33][CH2:32]2)[CH:26]=[C:27]([O:29][CH3:30])[CH:28]=1.C1CCN2C(=NCCC2)CC1. Given the product [CH3:1][C:2]1[N:3]=[C:4]([NH:11][C:12]([N:34]2[CH2:33][CH2:32][N:31]([C:25]3[CH:24]=[C:23]([O:22][CH3:21])[CH:28]=[C:27]([O:29][CH3:30])[CH:26]=3)[CH2:36][CH2:35]2)=[S:20])[C:5]([O:9][CH3:10])=[N:6][C:7]=1[CH3:8], predict the reactants needed to synthesize it. (2) Given the product [CH2:1]([NH:19][C:37]1[N:39]=[C:40]([NH:19][CH2:1][CH2:2][CH2:3][CH2:4][CH2:5][CH2:6][CH2:7][CH2:8][CH2:9][CH2:10][CH2:11][CH2:12][CH2:13][CH2:14][CH2:15][CH2:16][CH2:17][CH3:18])[N:42]=[C:43]([NH:19][CH2:1][CH2:2][CH2:3][CH2:4][CH2:5][CH2:6][CH2:7][CH2:8][CH2:9][CH2:10][CH2:11][CH2:12][CH2:13][CH2:31][CH2:32][CH2:28][CH2:27][CH3:26])[N:36]=1)[CH2:2][CH2:3][CH2:4][CH2:5][CH2:6][CH2:7][CH2:8][CH2:9][CH2:10][CH2:11][CH2:12][CH2:13][CH2:14][CH2:15][CH2:16][CH2:17][CH3:18], predict the reactants needed to synthesize it. The reactants are: [CH2:1]([NH2:19])[CH2:2][CH2:3][CH2:4][CH2:5][CH2:6][CH2:7][CH2:8][CH2:9][CH2:10][CH2:11][CH2:12][CH2:13][CH2:14][CH2:15][CH2:16][CH2:17][CH3:18].COCCCO[CH2:26][CH2:27][CH2:28]OC.[C:31]([O-])(=O)[CH3:32].[Na+].[N:36]1[C:43](Cl)=[N:42][C:40](Cl)=[N:39][C:37]=1Cl. (3) Given the product [Cl:17][C:18]1[CH:23]=[CH:22][CH:21]=[C:20]([Cl:24])[C:19]=1[NH:25][C:26](=[O:27])[NH:1][C:2]1[CH:7]=[CH:6][C:5]([CH2:8][C:9]([O:11][C:12]([CH3:13])([CH3:15])[CH3:14])=[O:10])=[CH:4][C:3]=1[CH3:16], predict the reactants needed to synthesize it. The reactants are: [NH2:1][C:2]1[CH:7]=[CH:6][C:5]([CH2:8][C:9]([O:11][C:12]([CH3:15])([CH3:14])[CH3:13])=[O:10])=[CH:4][C:3]=1[CH3:16].[Cl:17][C:18]1[CH:23]=[CH:22][CH:21]=[C:20]([Cl:24])[C:19]=1[N:25]=[C:26]=[O:27].CCN(CC)CC. (4) The reactants are: [CH3:1][C@@:2]12[C@H:11]3[CH2:12][CH:13]=[C:14]4[C@@H:19]5[CH2:20][C:21]([CH3:25])([CH3:24])[CH2:22][CH2:23][C@:18]5([C:26]([OH:28])=[O:27])[CH2:17][CH2:16][C@@:15]4([CH3:29])[C@:10]3([CH3:30])[CH2:9][CH2:8][C@H:7]1[C:6]([CH3:32])([CH3:31])[C@@H:5]([OH:33])[CH2:4][CH2:3]2.[C:34](=O)([O-])[O-].[K+].[K+].CI.O. Given the product [OH:33][C@H:5]1[CH2:4][CH2:3][C@@:2]2([CH3:1])[CH:7]([CH2:8][CH2:9][C@:10]3([CH3:30])[CH:11]2[CH2:12][CH:13]=[C:14]2[C@@:15]3([CH3:29])[CH2:16][CH2:17][C@:18]3([C:26]([O:28][CH3:34])=[O:27])[CH:19]2[CH2:20][C:21]([CH3:24])([CH3:25])[CH2:22][CH2:23]3)[C:6]1([CH3:32])[CH3:31], predict the reactants needed to synthesize it.